From a dataset of Catalyst prediction with 721,799 reactions and 888 catalyst types from USPTO. Predict which catalyst facilitates the given reaction. (1) Reactant: Cl.Cl.[CH3:3][C:4]1[N:9]=[CH:8][N:7]=[C:6]([N:10]2[CH2:15][CH2:14][CH:13]([NH2:16])[CH2:12][CH2:11]2)[CH:5]=1.Cl[C:18]1[N:23]=[C:22]([C:24]([OH:27])([CH3:26])[CH3:25])[CH:21]=[C:20]([C:28]2[CH:33]=[CH:32][C:31]([C:34]([F:37])([F:36])[F:35])=[CH:30][CH:29]=2)[N:19]=1.C(N(CC)C(C)C)(C)C. Product: [CH3:3][C:4]1[N:9]=[CH:8][N:7]=[C:6]([N:10]2[CH2:15][CH2:14][CH:13]([NH:16][C:18]3[N:23]=[C:22]([C:24]([OH:27])([CH3:26])[CH3:25])[CH:21]=[C:20]([C:28]4[CH:33]=[CH:32][C:31]([C:34]([F:37])([F:35])[F:36])=[CH:30][CH:29]=4)[N:19]=3)[CH2:12][CH2:11]2)[CH:5]=1. The catalyst class is: 264. (2) Reactant: [Cl:1][C:2]1[CH:7]=[CH:6][CH:5]=[CH:4][C:3]=1[CH:8]([OH:10])[CH3:9].[H-].[Na+].F[C:14]1[CH:21]=[CH:20][C:17]([C:18]#[N:19])=[C:16]([C:22]([F:25])([F:24])[F:23])[CH:15]=1. Product: [Cl:1][C:2]1[CH:7]=[CH:6][CH:5]=[CH:4][C:3]=1[CH:8]([O:10][C:14]1[CH:21]=[CH:20][C:17]([C:18]#[N:19])=[C:16]([C:22]([F:23])([F:25])[F:24])[CH:15]=1)[CH3:9]. The catalyst class is: 7. (3) Reactant: [Cl:1][C:2]1[CH:3]=[C:4]([CH:20]=[CH:21][C:22]=1[C:23]([N:25]1[CH2:29][CH2:28][CH2:27][CH:26]1[CH2:30][CH2:31][C:32]([O:34]CC)=[O:33])=[O:24])[C:5]([NH:7][C@H:8]([C:10]1[NH:14][C:13]2[CH:15]=[CH:16][C:17]([Cl:19])=[CH:18][C:12]=2[N:11]=1)[CH3:9])=[O:6].[OH-].[Li+].CO.ClCl. Product: [Cl:1][C:2]1[CH:3]=[C:4]([CH:20]=[CH:21][C:22]=1[C:23]([N:25]1[CH2:29][CH2:28][CH2:27][CH:26]1[CH2:30][CH2:31][C:32]([OH:34])=[O:33])=[O:24])[C:5]([NH:7][C@H:8]([C:10]1[NH:14][C:13]2[CH:15]=[CH:16][C:17]([Cl:19])=[CH:18][C:12]=2[N:11]=1)[CH3:9])=[O:6]. The catalyst class is: 7. (4) Reactant: C(OC([N:11]1[CH2:16][CH2:15][N:14]([C:17]2[CH:22]=[CH:21][C:20]([C:23]3[CH:24]=[N:25][NH:26][C:27]=3[NH2:28])=[CH:19][CH:18]=2)[CH2:13][CH2:12]1)=O)C1C=CC=CC=1.C[N:30](C)/[CH:31]=[C:32](/[C:35]1[CH:40]=[CH:39][C:38]([N+:41]([O-])=O)=[CH:37][CH:36]=1)\[C:33]#N.[OH-].[Na+].C([O-])([O-])=O.[Na+].[Na+]. Product: [NH2:41][C:38]1[CH:37]=[CH:36][C:35]([C:32]2[CH:33]=[N:28][C:27]3[N:26]([N:25]=[CH:24][C:23]=3[C:20]3[CH:21]=[CH:22][C:17]([N:14]4[CH2:13][CH2:12][NH:11][CH2:16][CH2:15]4)=[CH:18][CH:19]=3)[C:31]=2[NH2:30])=[CH:40][CH:39]=1. The catalyst class is: 212. (5) The catalyst class is: 3. Reactant: C[S-].[Na+].[Cl:4][C:5]1[CH:10]=[C:9]([O:11]C)[CH:8]=[C:7]([Cl:13])[C:6]=1[N:14]1[CH2:19][CH2:18][N:17]([C:20]2[CH:25]=[CH:24][CH:23]=[C:22]([C:26]([F:29])([F:28])[F:27])[CH:21]=2)[CH2:16][CH2:15]1.O.Cl. Product: [Cl:4][C:5]1[CH:10]=[C:9]([OH:11])[CH:8]=[C:7]([Cl:13])[C:6]=1[N:14]1[CH2:19][CH2:18][N:17]([C:20]2[CH:25]=[CH:24][CH:23]=[C:22]([C:26]([F:28])([F:27])[F:29])[CH:21]=2)[CH2:16][CH2:15]1. (6) Reactant: Br[C:2]1[CH:3]=[C:4]([CH:8]2[NH:13][C:12](=[O:14])[NH:11][C:10]([CH3:15])=[C:9]2[C:16]#[N:17])[CH:5]=[CH:6][CH:7]=1.B1(B2O[C:30]([CH3:33])(C)[C:29]([CH3:35])([CH3:34])O2)O[C:30](C)([CH3:33])[C:29]([CH3:35])([CH3:34])O1.C([O-])(=O)C.[K+].BrC1C=C[C:45](C)=[N:46]C=1.C(=O)([O-])[O-].[K+].[K+]. Product: [C:16]([C:9]1[CH:8]([C:4]2[CH:5]=[CH:6][CH:7]=[C:2]([C:35]3[CH:45]=[N:46][CH:33]=[CH:30][C:29]=3[CH3:34])[CH:3]=2)[NH:13][C:12](=[O:14])[NH:11][C:10]=1[CH3:15])#[N:17]. The catalyst class is: 121.